From a dataset of NCI-60 drug combinations with 297,098 pairs across 59 cell lines. Regression. Given two drug SMILES strings and cell line genomic features, predict the synergy score measuring deviation from expected non-interaction effect. (1) Drug 1: C1C(C(OC1N2C=C(C(=O)NC2=O)F)CO)O. Drug 2: CN1C(=O)N2C=NC(=C2N=N1)C(=O)N. Cell line: RXF 393. Synergy scores: CSS=3.85, Synergy_ZIP=-2.31, Synergy_Bliss=-0.0762, Synergy_Loewe=-2.71, Synergy_HSA=-1.17. (2) Drug 1: CC1OCC2C(O1)C(C(C(O2)OC3C4COC(=O)C4C(C5=CC6=C(C=C35)OCO6)C7=CC(=C(C(=C7)OC)O)OC)O)O. Drug 2: C1=CC=C(C=C1)NC(=O)CCCCCCC(=O)NO. Cell line: IGROV1. Synergy scores: CSS=35.7, Synergy_ZIP=-3.16, Synergy_Bliss=4.27, Synergy_Loewe=3.34, Synergy_HSA=5.29.